This data is from Catalyst prediction with 721,799 reactions and 888 catalyst types from USPTO. The task is: Predict which catalyst facilitates the given reaction. (1) Reactant: [Br:1][C:2]1[CH:7]=[C:6]([CH3:8])[CH:5]=[C:4]([N+:9]([O-:11])=[O:10])[C:3]=1[OH:12].[C:13](=O)([O-])[O-].[K+].[K+].IC. Product: [Br:1][C:2]1[CH:7]=[C:6]([CH3:8])[CH:5]=[C:4]([N+:9]([O-:11])=[O:10])[C:3]=1[O:12][CH3:13]. The catalyst class is: 21. (2) Reactant: [N+:1]([C:4]1[CH:12]=[CH:11][C:7]2[N:8]=[CH:9][S:10][C:6]=2[CH:5]=1)([O-])=O.Cl[Sn]Cl.[NH4+].[OH-]. Product: [S:10]1[C:6]2[CH:5]=[C:4]([NH2:1])[CH:12]=[CH:11][C:7]=2[N:8]=[CH:9]1. The catalyst class is: 33. (3) Reactant: C([O:3][C:4]([C:6]1([NH:15][C:16]([C:18]2[C:27]3[O:26][CH2:25][O:24][CH2:23][C:22]=3[CH:21]=[C:20]([F:28])[CH:19]=2)=[O:17])[CH2:14][C:13]2[C:8](=[CH:9][CH:10]=[CH:11][CH:12]=2)[CH2:7]1)=[O:5])C.[OH-].[K+].O. Product: [F:28][C:20]1[CH:19]=[C:18]([C:16]([NH:15][C:6]2([C:4]([OH:5])=[O:3])[CH2:7][C:8]3[C:13](=[CH:12][CH:11]=[CH:10][CH:9]=3)[CH2:14]2)=[O:17])[C:27]2[O:26][CH2:25][O:24][CH2:23][C:22]=2[CH:21]=1. The catalyst class is: 14. (4) Reactant: [C:1]([O:4][C@H:5]1[CH2:22][CH2:21][C@@:20]2([CH3:23])[C:7](=[CH:8][C@@H:9](Br)[C@@H:10]3[C@@H:19]2[CH2:18][CH2:17][C@@:15]2([CH3:16])[C@H:11]3[CH2:12][CH2:13][C:14]2=[O:24])[CH2:6]1)(=[O:3])[CH3:2].[C:26](=O)(O)[O-:27].[Na+]. Product: [C:1]([O:4][C@H:5]1[CH2:22][CH2:21][C@@:20]2([CH3:23])[C:7](=[CH:8][CH:9]([O:27][CH3:26])[C@@H:10]3[C@@H:19]2[CH2:18][CH2:17][C@@:15]2([CH3:16])[C@H:11]3[CH2:12][CH2:13][C:14]2=[O:24])[CH2:6]1)(=[O:3])[CH3:2]. The catalyst class is: 5. (5) Reactant: C([O:5]OC(C)(C)C)(C)(C)C.[Se](=O)=O.[C:14]([CH:18]1[CH2:23][CH2:22][CH:21]([O:24][C:25]2[CH:26]=[C:27]3[C:32](=[CH:33][CH:34]=2)[N:31]=[C:30]([CH3:35])[CH:29]=[C:28]3[C:36]([F:39])([F:38])[F:37])[CH2:20][CH2:19]1)([CH3:17])([CH3:16])[CH3:15]. Product: [C:14]([C@H:18]1[CH2:23][CH2:22][C@H:21]([O:24][C:25]2[CH:26]=[C:27]3[C:32](=[CH:33][CH:34]=2)[N:31]=[C:30]([CH:35]=[O:5])[CH:29]=[C:28]3[C:36]([F:39])([F:37])[F:38])[CH2:20][CH2:19]1)([CH3:17])([CH3:15])[CH3:16]. The catalyst class is: 12. (6) Reactant: C([O:8][C:9]1[CH:14]=[C:13]([O:15]CC2C=CC=CC=2)[C:12]([C:23]([CH3:25])=[CH2:24])=[CH:11][C:10]=1[C:26]([N:28]1[CH2:36][C:35]2[C:30](=[CH:31][CH:32]=[C:33]([CH2:37][N:38]3[CH2:43][CH2:42][N:41]([CH3:44])[CH2:40][CH2:39]3)[CH:34]=2)[CH2:29]1)=[O:27])C1C=CC=CC=1.N#N.C([O-])([O-])=O.[K+].[K+]. Product: [OH:8][C:9]1[CH:14]=[C:13]([OH:15])[C:12]([CH:23]([CH3:24])[CH3:25])=[CH:11][C:10]=1[C:26]([N:28]1[CH2:36][C:35]2[C:30](=[CH:31][CH:32]=[C:33]([CH2:37][N:38]3[CH2:43][CH2:42][N:41]([CH3:44])[CH2:40][CH2:39]3)[CH:34]=2)[CH2:29]1)=[O:27]. The catalyst class is: 252. (7) Reactant: [OH:1][C:2]1[C:11]2[C:6](=[N:7][CH:8]=[CH:9][CH:10]=2)[N:5]([CH2:12][CH2:13][CH:14]([CH3:16])[CH3:15])[C:4](=[O:17])[C:3]=1[C:18]1[NH:23][C:22]2[CH:24]=[CH:25][C:26]([NH:28][S:29]([N:32]3CCOC3=O)(=[O:31])=[O:30])=[CH:27][C:21]=2[S:20](=[O:39])(=[O:38])[N:19]=1.[CH2:40](N)[C:41]1[CH:46]=[CH:45][CH:44]=[CH:43][CH:42]=1.C(N(CC)CC)C. Product: [CH2:40]([N:28]([C:26]1[CH:25]=[CH:24][C:22]2[NH:23][C:18]([C:3]3[C:4](=[O:17])[N:5]([CH2:12][CH2:13][CH:14]([CH3:15])[CH3:16])[C:6]4[C:11]([C:2]=3[OH:1])=[CH:10][CH:9]=[CH:8][N:7]=4)=[N:19][S:20](=[O:38])(=[O:39])[C:21]=2[CH:27]=1)[S:29]([NH2:32])(=[O:30])=[O:31])[C:41]1[CH:46]=[CH:45][CH:44]=[CH:43][CH:42]=1. The catalyst class is: 10. (8) Reactant: [CH3:1][O:2][C:3]1[CH:8]=[CH:7][C:6]([S:9]([NH:12][C@H:13]([CH:17]([CH3:19])[CH3:18])[C:14]([OH:16])=[O:15])(=[O:11])=[O:10])=[CH:5][CH:4]=1.C(=O)([O-])[O-].[Cs+].[Cs+].[CH2:26](Br)[C:27]1[CH:32]=[CH:31][CH:30]=[CH:29][CH:28]=1. The catalyst class is: 9. Product: [CH2:26]([O:15][C:14](=[O:16])[C@H:13]([NH:12][S:9]([C:6]1[CH:7]=[CH:8][C:3]([O:2][CH3:1])=[CH:4][CH:5]=1)(=[O:11])=[O:10])[CH:17]([CH3:19])[CH3:18])[C:27]1[CH:32]=[CH:31][CH:30]=[CH:29][CH:28]=1. (9) Reactant: [CH3:1][O:2][C:3]1[C:12]([O:13][CH3:14])=[C:11]2[C:6]([C:7]([NH:15][C@@H:16]3[CH2:20][CH2:19][O:18][CH2:17]3)=[N:8][CH:9]=[N:10]2)=[CH:5][CH:4]=1.[H-].[Na+].Br[CH2:24][CH:25]1[CH2:27][CH2:26]1. Product: [CH:25]1([CH2:24][N:15]([C@@H:16]2[CH2:20][CH2:19][O:18][CH2:17]2)[C:7]2[C:6]3[C:11](=[C:12]([O:13][CH3:14])[C:3]([O:2][CH3:1])=[CH:4][CH:5]=3)[N:10]=[CH:9][N:8]=2)[CH2:27][CH2:26]1. The catalyst class is: 3. (10) Reactant: Br[C:2]1[CH:7]=[CH:6][C:5]([C:8]23[CH2:14][CH:12]([CH2:13]2)[O:11][C:10](=[O:15])[NH:9]3)=[CH:4][CH:3]=1.[Li]CCCC.CON(C)[C:24](=[O:32])[CH2:25][C:26]1[CH:31]=[CH:30][CH:29]=[CH:28][CH:27]=1. Product: [C:26]1([CH2:25][C:24]([C:2]2[CH:7]=[CH:6][C:5]([C:8]34[CH2:14][CH:12]([CH2:13]3)[O:11][C:10](=[O:15])[NH:9]4)=[CH:4][CH:3]=2)=[O:32])[CH:31]=[CH:30][CH:29]=[CH:28][CH:27]=1. The catalyst class is: 134.